This data is from Full USPTO retrosynthesis dataset with 1.9M reactions from patents (1976-2016). The task is: Predict the reactants needed to synthesize the given product. Given the product [F:1][C:2]1[CH:15]=[C:14]([F:16])[CH:13]=[CH:12][C:3]=1[O:4][C:5]1[CH:6]=[CH:7][C:8]([NH:11][CH:17]([C:20]2[CH:21]=[N:22][CH:23]=[CH:24][CH:25]=2)[CH3:18])=[CH:9][CH:10]=1, predict the reactants needed to synthesize it. The reactants are: [F:1][C:2]1[CH:15]=[C:14]([F:16])[CH:13]=[CH:12][C:3]=1[O:4][C:5]1[CH:10]=[CH:9][C:8]([NH2:11])=[CH:7][CH:6]=1.[C:17]([C:20]1[CH:21]=[N:22][CH:23]=[CH:24][CH:25]=1)(=O)[CH3:18].C(O)(=O)C.C(O[BH-](OC(=O)C)OC(=O)C)(=O)C.[Na+].